From a dataset of Forward reaction prediction with 1.9M reactions from USPTO patents (1976-2016). Predict the product of the given reaction. (1) Given the reactants C([NH:18][C:19]([NH:21][C:22]1[N:27]=[CH:26][CH:25]=[CH:24][N:23]=1)=[S:20])(OCC1C2C(=CC=CC=2)C2C1=CC=CC=2)=O.N1CCCCC1, predict the reaction product. The product is: [N:23]1[CH:24]=[CH:25][CH:26]=[N:27][C:22]=1[NH:21][C:19]([NH2:18])=[S:20]. (2) Given the reactants [CH3:1][O:2][CH2:3][CH2:4][CH2:5][C:6]1[CH:7]=[C:8]([C:16]([O:18]C)=[O:17])[C:9]2[C:14]([CH:15]=1)=[CH:13][CH:12]=[CH:11][CH:10]=2.CO.[Li+].[OH-], predict the reaction product. The product is: [CH3:1][O:2][CH2:3][CH2:4][CH2:5][C:6]1[CH:7]=[C:8]([C:16]([OH:18])=[O:17])[C:9]2[C:14]([CH:15]=1)=[CH:13][CH:12]=[CH:11][CH:10]=2. (3) Given the reactants CCN(C(C)C)C(C)C.[NH2:10][C:11]1[CH:12]=[C:13]([C:17]#[C:18][C:19]2[CH:20]=[N:21][C:22]([NH2:25])=[N:23][CH:24]=2)[CH:14]=[N:15][CH:16]=1.[C:26]([C:30]1[CH:34]=[C:33]([C:35](O)=[O:36])[N:32]([CH3:38])[N:31]=1)([CH3:29])([CH3:28])[CH3:27].CN(C(ON1N=NC2C=CC=CC1=2)=[N+](C)C)C.F[P-](F)(F)(F)(F)F.[OH-].[Na+], predict the reaction product. The product is: [NH2:25][C:22]1[N:21]=[CH:20][C:19]([C:18]#[C:17][C:13]2[CH:12]=[C:11]([NH:10][C:35]([C:33]3[N:32]([CH3:38])[N:31]=[C:30]([C:26]([CH3:29])([CH3:28])[CH3:27])[CH:34]=3)=[O:36])[CH:16]=[N:15][CH:14]=2)=[CH:24][N:23]=1. (4) Given the reactants Cl.Cl.[C:3]([C:7]1[CH:12]=[CH:11][CH:10]=[CH:9][C:8]=1[N:13]1[CH2:18][CH2:17][NH:16][CH2:15][CH2:14]1)([CH3:6])([CH3:5])[CH3:4].[C:19]([O:23][C:24](=[O:35])[CH2:25][CH2:26][C:27]1[O:31][CH:30]=[N:29][C:28]=1[C:32](O)=[O:33])([CH3:22])([CH3:21])[CH3:20].C(N(CC)CC)C.CCN=C=NCCCN(C)C.C1C=CC2N(O)N=NC=2C=1, predict the reaction product. The product is: [C:3]([C:7]1[CH:12]=[CH:11][CH:10]=[CH:9][C:8]=1[N:13]1[CH2:18][CH2:17][N:16]([C:32]([C:28]2[N:29]=[CH:30][O:31][C:27]=2[CH2:26][CH2:25][C:24]([O:23][C:19]([CH3:22])([CH3:21])[CH3:20])=[O:35])=[O:33])[CH2:15][CH2:14]1)([CH3:6])([CH3:4])[CH3:5]. (5) Given the reactants [C:12]([O:11][C:9](O[C:9]([O:11][C:12]([CH3:15])([CH3:14])[CH3:13])=[O:10])=[O:10])([CH3:15])([CH3:14])[CH3:13].[Cl:16][C:17]1[N:22]=[CH:21][C:20]([NH2:23])=[CH:19][CH:18]=1.O, predict the reaction product. The product is: [Cl:16][C:17]1[N:22]=[CH:21][C:20]([NH:23][C:9](=[O:10])[O:11][C:12]([CH3:13])([CH3:14])[CH3:15])=[CH:19][CH:18]=1.